From a dataset of Reaction yield outcomes from USPTO patents with 853,638 reactions. Predict the reaction yield, written as a fraction of the theoretical maximum amount of product (1.0 means a 100% yield; for example, 0.34 means a 34% yield). The reactants are [CH2:1]([O:7][C:8]1[CH:13]=[CH:12][C:11]([CH3:14])=[CH:10][CH:9]=1)[CH2:2][CH2:3][CH2:4][CH2:5][CH3:6].C(O[O:20][C:21]([CH3:24])(C)C)(C)(C)C.[C]=O.[CH2:27]([OH:29])C. No catalyst specified. The product is [CH2:1]([O:7][C:8]1[CH:13]=[CH:12][C:11]([CH2:14][C:27]([O:20][CH2:21][CH3:24])=[O:29])=[CH:10][CH:9]=1)[CH2:2][CH2:3][CH2:4][CH2:5][CH3:6]. The yield is 0.880.